From a dataset of Full USPTO retrosynthesis dataset with 1.9M reactions from patents (1976-2016). Predict the reactants needed to synthesize the given product. Given the product [Cl:1][C:2]1[CH:3]=[C:4]([C@H:9]2[C:18]3[C:13](=[CH:14][C:15]([C:33]#[C:32][CH2:31][CH2:30][CH2:29][OH:34])=[CH:16][CH:17]=3)[C@@H:12]([N:20]([C:22]([O:24][C:25]([CH3:28])([CH3:27])[CH3:26])=[O:23])[CH3:21])[CH2:11][CH2:10]2)[CH:5]=[CH:6][C:7]=1[Cl:8], predict the reactants needed to synthesize it. The reactants are: [Cl:1][C:2]1[CH:3]=[C:4]([C@H:9]2[C:18]3[C:13](=[CH:14][C:15](I)=[CH:16][CH:17]=3)[C@@H:12]([N:20]([C:22]([O:24][C:25]([CH3:28])([CH3:27])[CH3:26])=[O:23])[CH3:21])[CH2:11][CH2:10]2)[CH:5]=[CH:6][C:7]=1[Cl:8].[CH2:29]([OH:34])[CH2:30][CH2:31][C:32]#[CH:33].C(NCC)C.